From a dataset of Full USPTO retrosynthesis dataset with 1.9M reactions from patents (1976-2016). Predict the reactants needed to synthesize the given product. (1) The reactants are: [Cl:1][C:2]1[CH:13]=[CH:12][CH:11]=[C:10]([Cl:14])[C:3]=1[O:4][CH:5]([CH3:9])[C:6]([NH2:8])=O.F[B-](F)(F)F.C[O+](C)C.C(Cl)Cl.[CH2:27](N)[CH2:28][NH2:29]. Given the product [Cl:1][C:2]1[CH:13]=[CH:12][CH:11]=[C:10]([Cl:14])[C:3]=1[O:4][CH:5]([C:6]1[NH:29][CH2:28][CH2:27][N:8]=1)[CH3:9], predict the reactants needed to synthesize it. (2) Given the product [C:1]1([C:7]2[NH:8][C:9]([CH:12]3[CH2:17][CH2:16][NH:15][CH2:14][CH2:13]3)=[N:10][N:11]=2)[CH:2]=[CH:3][CH:4]=[CH:5][CH:6]=1, predict the reactants needed to synthesize it. The reactants are: [C:1]1([C:7]2[NH:8][C:9]([CH:12]3[CH2:17][CH2:16][N:15](C(OC(C)(C)C)=O)[CH2:14][CH2:13]3)=[N:10][N:11]=2)[CH:6]=[CH:5][CH:4]=[CH:3][CH:2]=1.C(O)(C(F)(F)F)=O. (3) Given the product [F:1][C:2]1[CH:3]=[CH:4][C:5]([C@H:8]([CH3:12])[C:9]([NH:13][CH2:14][CH2:15][CH2:16][N:17]2[CH2:22][CH2:21][CH:20]([C:23]3[CH:24]=[C:25]([NH:30][C:31](=[O:35])[CH:32]([CH3:34])[CH3:33])[CH:26]=[CH:27][C:28]=3[CH3:29])[CH2:19][CH2:18]2)=[O:11])=[CH:6][CH:7]=1, predict the reactants needed to synthesize it. The reactants are: [F:1][C:2]1[CH:7]=[CH:6][C:5]([C@H:8]([CH3:12])[C:9]([OH:11])=O)=[CH:4][CH:3]=1.[NH2:13][CH2:14][CH2:15][CH2:16][N:17]1[CH2:22][CH2:21][CH:20]([C:23]2[CH:24]=[C:25]([NH:30][C:31](=[O:35])[CH:32]([CH3:34])[CH3:33])[CH:26]=[CH:27][C:28]=2[CH3:29])[CH2:19][CH2:18]1. (4) Given the product [OH:12][C:11]1[C:2]([CH3:1])=[C:3]2[C:8](=[CH:9][CH:10]=1)[CH2:7][N:6]([C:25]([O:24][C:21]([CH3:23])([CH3:22])[CH3:20])=[O:26])[CH2:5][CH2:4]2, predict the reactants needed to synthesize it. The reactants are: [CH3:1][C:2]1[C:11]([OH:12])=[CH:10][CH:9]=[C:8]2[C:3]=1[CH2:4][CH2:5][NH:6][CH2:7]2.C(N(CC)CC)C.[CH3:20][C:21]([O:24][C:25](O[C:25]([O:24][C:21]([CH3:23])([CH3:22])[CH3:20])=[O:26])=[O:26])([CH3:23])[CH3:22]. (5) The reactants are: [C:1]([O:4][CH2:5][C:6]1[C:11](B2OC(C)(C)C(C)(C)O2)=[CH:10][CH:9]=[CH:8][C:7]=1[N:21]1[CH2:26][CH2:25][C:24]2[C:27]3[CH2:33][CH2:32][CH2:31][CH2:30][C:28]=3[S:29][C:23]=2[C:22]1=[O:34])(=[O:3])[CH3:2].Br[C:36]1[CH:37]=[C:38]([NH:44][C:45]2[CH:54]=[C:48]3[CH2:49][N:50]([CH3:53])[CH2:51][CH2:52][N:47]3[N:46]=2)[C:39](=[O:43])[N:40]([CH3:42])[CH:41]=1.CC(O[Na])=O.[O-]P([O-])([O-])=O.[K+].[K+].[K+]. Given the product [C:1]([O:4][CH2:5][C:6]1[C:7]([N:21]2[C:22](=[O:34])[C:23]3[S:29][C:28]4[CH2:30][CH2:31][CH2:32][CH2:33][C:27]=4[C:24]=3[CH2:25][CH2:26]2)=[CH:8][CH:9]=[CH:10][C:11]=1[C:36]1[CH:37]=[C:38]([NH:44][C:45]2[CH:54]=[C:48]3[CH2:49][N:50]([CH3:53])[CH2:51][CH2:52][N:47]3[N:46]=2)[C:39](=[O:43])[N:40]([CH3:42])[CH:41]=1)(=[O:3])[CH3:2], predict the reactants needed to synthesize it. (6) The reactants are: [C:1]([O:4][C@@H:5]1[CH2:21][C@H:20]2[C@@:8]([CH3:31])([C@@H:9]3[C@@H:17]([C@@H:18]([OH:23])[C@@H:19]2[OH:22])[C@H:16]2[C@@:12]([CH3:30])([C@:13]([OH:29])([C:24]4[S:25][CH:26]=[CH:27][CH:28]=4)[CH2:14][CH2:15]2)[CH2:11][CH2:10]3)[CH2:7][CH2:6]1)(=[O:3])[CH3:2].C1COCC1.O.[BH4-].[Na+]. Given the product [C:1]([O:4][C@H:5]1[CH2:6][CH2:7][C@@:8]([C@H:9]2[CH2:10][CH2:11][C@@:12]3([CH3:30])[C@@H:16]([CH2:15][CH2:14][C@@:13]3([OH:29])[C:24]3[S:25][CH:26]=[CH:27][CH:28]=3)[C@@H:17]2[CH2:18][OH:23])([CH3:31])[C@@H:20]([CH2:19][OH:22])[CH2:21]1)(=[O:3])[CH3:2], predict the reactants needed to synthesize it. (7) Given the product [Cl:1][C:2]1[N:3]=[C:4]([C:9]([NH:11][C@H:12]2[CH2:17][CH2:16][N:15]([C:18]3[S:19][C:20]([C:24]([OH:26])=[O:25])=[C:21]([CH3:23])[N:22]=3)[CH2:14][C@H:13]2[O:29][CH2:30][CH:31]([F:33])[F:32])=[O:10])[NH:5][C:6]=1[CH2:7][CH3:8], predict the reactants needed to synthesize it. The reactants are: [Cl:1][C:2]1[N:3]=[C:4]([C:9]([NH:11][C@H:12]2[CH2:17][CH2:16][N:15]([C:18]3[S:19][C:20]([C:24]([O:26]CC)=[O:25])=[C:21]([CH3:23])[N:22]=3)[CH2:14][C@H:13]2[O:29][CH2:30][CH:31]([F:33])[F:32])=[O:10])[NH:5][C:6]=1[CH2:7][CH3:8].[OH-].[Li+].CO. (8) Given the product [CH3:5][S:4][C:3](=[C:6]([C:9]#[N:10])[C:7]#[N:8])[N:20]1[CH2:21][CH2:22][CH:17]([N:11]2[CH2:16][CH2:15][CH2:14][CH2:13][CH2:12]2)[CH2:18][CH2:19]1, predict the reactants needed to synthesize it. The reactants are: CS[C:3](=[C:6]([C:9]#[N:10])[C:7]#[N:8])[S:4][CH3:5].[N:11]1([CH:17]2[CH2:22][CH2:21][NH:20][CH2:19][CH2:18]2)[CH2:16][CH2:15][CH2:14][CH2:13][CH2:12]1. (9) Given the product [NH2:33][C:24]1[C:25]([NH:27][CH:28]2[CH2:29][CH2:30][CH2:31][CH2:32]2)=[N:26][C:21]([NH:20][C:17]2[CH:16]=[CH:15][C:14]([N:11]3[CH2:12][CH2:13][CH:9]([NH:8][C:6]([O:5][C:1]([CH3:4])([CH3:3])[CH3:2])=[O:7])[CH2:10]3)=[CH:19][CH:18]=2)=[N:22][CH:23]=1, predict the reactants needed to synthesize it. The reactants are: [C:1]([O:5][C:6]([NH:8][CH:9]1[CH2:13][CH2:12][N:11]([C:14]2[CH:19]=[CH:18][C:17]([NH:20][C:21]3[N:26]=[C:25]([NH:27][CH:28]4[CH2:32][CH2:31][CH2:30][CH2:29]4)[C:24]([N+:33]([O-])=O)=[CH:23][N:22]=3)=[CH:16][CH:15]=2)[CH2:10]1)=[O:7])([CH3:4])([CH3:3])[CH3:2].